Dataset: Forward reaction prediction with 1.9M reactions from USPTO patents (1976-2016). Task: Predict the product of the given reaction. (1) The product is: [Cl:1][C:2]1[C:11]([O:12][CH:14]2[CH2:15][CH2:16][CH2:17][CH2:18][O:13]2)=[CH:10][C:5]([C:6]([O:8][CH3:9])=[O:7])=[CH:4][N:3]=1. Given the reactants [Cl:1][C:2]1[C:11]([OH:12])=[CH:10][C:5]([C:6]([O:8][CH3:9])=[O:7])=[CH:4][N:3]=1.[O:13]1[CH:18]=[CH:17][CH2:16][CH2:15][CH2:14]1.C1(C)C=CC(S([O-])(=O)=O)=CC=1.[NH+]1C=CC=CC=1.O, predict the reaction product. (2) The product is: [CH2:1]([O:3][C:4](=[O:16])[CH:5]([C:14]#[N:15])[CH:6]([C:7]1[CH:8]=[CH:9][C:10]([Br:13])=[CH:11][CH:12]=1)[C:18]1[CH:23]=[CH:22][CH:21]=[CH:20][C:19]=1[C:24]([F:27])([F:26])[F:25])[CH3:2]. Given the reactants [CH2:1]([O:3][C:4](=[O:16])/[C:5](/[C:14]#[N:15])=[CH:6]/[C:7]1[CH:12]=[CH:11][C:10]([Br:13])=[CH:9][CH:8]=1)[CH3:2].Br[C:18]1[CH:23]=[CH:22][CH:21]=[CH:20][C:19]=1[C:24]([F:27])([F:26])[F:25], predict the reaction product.